This data is from NCI-60 drug combinations with 297,098 pairs across 59 cell lines. The task is: Regression. Given two drug SMILES strings and cell line genomic features, predict the synergy score measuring deviation from expected non-interaction effect. (1) Drug 1: CC1CCC2CC(C(=CC=CC=CC(CC(C(=O)C(C(C(=CC(C(=O)CC(OC(=O)C3CCCCN3C(=O)C(=O)C1(O2)O)C(C)CC4CCC(C(C4)OC)OCCO)C)C)O)OC)C)C)C)OC. Drug 2: C(=O)(N)NO. Cell line: NCI-H226. Synergy scores: CSS=1.84, Synergy_ZIP=-3.03, Synergy_Bliss=-1.73, Synergy_Loewe=-9.43, Synergy_HSA=-1.77. (2) Drug 2: CC1CCC2CC(C(=CC=CC=CC(CC(C(=O)C(C(C(=CC(C(=O)CC(OC(=O)C3CCCCN3C(=O)C(=O)C1(O2)O)C(C)CC4CCC(C(C4)OC)O)C)C)O)OC)C)C)C)OC. Drug 1: CCC(=C(C1=CC=CC=C1)C2=CC=C(C=C2)OCCN(C)C)C3=CC=CC=C3.C(C(=O)O)C(CC(=O)O)(C(=O)O)O. Cell line: MCF7. Synergy scores: CSS=6.52, Synergy_ZIP=-0.536, Synergy_Bliss=2.30, Synergy_Loewe=0.798, Synergy_HSA=0.637. (3) Drug 2: CC1=C(C(=O)C2=C(C1=O)N3CC4C(C3(C2COC(=O)N)OC)N4)N. Drug 1: CN1C(=O)N2C=NC(=C2N=N1)C(=O)N. Synergy scores: CSS=29.9, Synergy_ZIP=0.0948, Synergy_Bliss=-2.12, Synergy_Loewe=-16.5, Synergy_HSA=0.702. Cell line: HCC-2998.